Dataset: Full USPTO retrosynthesis dataset with 1.9M reactions from patents (1976-2016). Task: Predict the reactants needed to synthesize the given product. (1) Given the product [NH:14]1[CH2:15][CH2:16][CH:11]([C:8]2[S:9][CH:10]=[C:6]([C:4]([O:3][CH2:1][CH3:2])=[O:5])[N:7]=2)[CH2:12][CH2:13]1, predict the reactants needed to synthesize it. The reactants are: [CH2:1]([O:3][C:4]([C:6]1[N:7]=[C:8]([CH:11]2[CH2:16][CH2:15][N:14](C(OCC3C=CC=CC=3)=O)[CH2:13][CH2:12]2)[S:9][CH:10]=1)=[O:5])[CH3:2].Br. (2) The reactants are: CS(O[CH2:6][C:7]1[CH:12]=[C:11]([C:13]([F:16])([F:15])[CH3:14])[N:10]=[N:9][C:8]=1[O:17][CH3:18])(=O)=O.[Cl:19][C:20]1[CH:21]=[C:22]([CH:25]=[C:26]([O:28][C:29]2[C:34](=[O:35])[NH:33][CH:32]=[N:31][C:30]=2[C:36]([F:39])([F:38])[F:37])[CH:27]=1)[C:23]#[N:24]. Given the product [Cl:19][C:20]1[CH:21]=[C:22]([CH:25]=[C:26]([O:28][C:29]2[C:34](=[O:35])[N:33]([CH2:6][C:7]3[CH:12]=[C:11]([C:13]([F:16])([F:15])[CH3:14])[N:10]=[N:9][C:8]=3[O:17][CH3:18])[CH:32]=[N:31][C:30]=2[C:36]([F:37])([F:38])[F:39])[CH:27]=1)[C:23]#[N:24], predict the reactants needed to synthesize it. (3) Given the product [NH2:23][C:20]1[CH:21]=[CH:22][C:16]2[CH2:15][CH2:14][C:13]3[C:12]([C:33]([NH2:35])=[O:34])=[N:11][N:10]([C:8]4[CH:7]=[CH:6][C:5]5[O:1][CH2:2][O:3][C:4]=5[CH:9]=4)[C:18]=3[C:17]=2[CH:19]=1, predict the reactants needed to synthesize it. The reactants are: [O:1]1[C:5]2[CH:6]=[CH:7][C:8]([N:10]3[C:18]4[C:17]5[CH:19]=[C:20]([NH:23]C(C6C(Cl)=NC=CC=6)=O)[CH:21]=[CH:22][C:16]=5[CH2:15][CH2:14][C:13]=4[C:12]([C:33]([NH2:35])=[O:34])=[N:11]3)=[CH:9][C:4]=2[O:3][CH2:2]1.N. (4) Given the product [Si:1]([O:8][CH2:9][CH:10]([C:12]1[CH:13]=[C:14]([C:23]2[N:28]=[C:27]([CH3:29])[N:26]=[C:25]([NH2:30])[N:24]=2)[C:15]([F:18])=[N:16][CH:17]=1)[CH3:11])([C:4]([CH3:7])([CH3:6])[CH3:5])([CH3:3])[CH3:2], predict the reactants needed to synthesize it. The reactants are: [Si:1]([O:8][CH2:9][CH:10]([C:12]1[CH:13]=[C:14](B(O)O)[C:15]([F:18])=[N:16][CH:17]=1)[CH3:11])([C:4]([CH3:7])([CH3:6])[CH3:5])([CH3:3])[CH3:2].Cl[C:23]1[N:28]=[C:27]([CH3:29])[N:26]=[C:25]([NH2:30])[N:24]=1.C([O-])(=O)C.[K+]. (5) Given the product [CH2:26]([N:51]([CH2:50][CH2:54][CH3:55])[CH2:25][CH2:10][CH2:9][CH2:8][NH:7][C:35](=[O:34])[C:26]1[CH:25]=[CH:10][C:9]([CH2:8][N:7]([CH2:6][C:2]2[NH:1][CH:5]=[CH:4][N:3]=2)[CH2:45][C@H:44]2[CH2:47][CH2:48][CH2:49][NH:43]2)=[CH:28][CH:27]=1)[CH2:27][CH3:28], predict the reactants needed to synthesize it. The reactants are: [NH:1]1[CH:5]=[CH:4][N:3]=[C:2]1[CH2:6][NH:7][CH2:8][C:9]1[CH:28]=[CH:27][CH:26]=[CH:25][C:10]=1C(NCCCCN(CCC)CCC)=O.C([O:34][CH3:35])(OC)OC.C([N:43]1[CH2:49][CH2:48][CH2:47][C@@H:44]1[CH:45]=O)(OC(C)(C)C)=O.[C:50]([BH3-])#[N:51].[Na+].[C:54](O)(=O)[CH3:55]. (6) Given the product [CH3:22][O:21][C:19](=[O:20])[CH2:18][O:1][CH:2]1[CH2:7][CH2:6][CH2:5][N:4]([C:8]([O:10][C:11]([CH3:14])([CH3:13])[CH3:12])=[O:9])[CH2:3]1, predict the reactants needed to synthesize it. The reactants are: [OH:1][CH:2]1[CH2:7][CH2:6][CH2:5][N:4]([C:8]([O:10][C:11]([CH3:14])([CH3:13])[CH3:12])=[O:9])[CH2:3]1.[H-].[Na+].Br[CH2:18][C:19]([O:21][CH3:22])=[O:20]. (7) Given the product [C:16]([O:15][C:13](=[O:20])[NH:14][C:2]1[CH:3]=[C:4]2[C:8](=[CH:9][CH:10]=1)[CH2:7][C@H:6]([CH2:11][OH:12])[CH2:5]2)([CH3:19])([CH3:18])[CH3:17], predict the reactants needed to synthesize it. The reactants are: Br[C:2]1[CH:3]=[C:4]2[C:8](=[CH:9][CH:10]=1)[CH2:7][C@H:6]([CH2:11][OH:12])[CH2:5]2.[C:13](=[O:20])([O:15][C:16]([CH3:19])([CH3:18])[CH3:17])[NH2:14].C(=O)([O-])[O-].[K+].[K+]. (8) The reactants are: [CH:1]1([CH2:4][N:5]2[C:17]3[C:16]([C:18]([NH2:20])=[O:19])=[CH:15][C:14](B4OC(C)(C)C(C)(C)O4)=[CH:13][C:12]=3[C:11]3[C:6]2=[CH:7][C:8]([C:30]([N:32]2[CH2:37][C@H:36]([CH3:38])[O:35][C@H:34]([CH3:39])[CH2:33]2)=[O:31])=[CH:9][CH:10]=3)[CH2:3][CH2:2]1.I[C:41]1[CH:42]=[N:43][O:44][C:45]=1[CH3:46]. Given the product [CH:1]1([CH2:4][N:5]2[C:17]3[C:16]([C:18]([NH2:20])=[O:19])=[CH:15][C:14]([C:41]4[CH:42]=[N:43][O:44][C:45]=4[CH3:46])=[CH:13][C:12]=3[C:11]3[C:6]2=[CH:7][C:8]([C:30]([N:32]2[CH2:33][C@H:34]([CH3:39])[O:35][C@H:36]([CH3:38])[CH2:37]2)=[O:31])=[CH:9][CH:10]=3)[CH2:3][CH2:2]1, predict the reactants needed to synthesize it.